Predict which catalyst facilitates the given reaction. From a dataset of Catalyst prediction with 721,799 reactions and 888 catalyst types from USPTO. Reactant: [Cl:1][C:2]1[CH:3]=[C:4]2[C:9](=[CH:10][C:11]=1[O:12][C:13]1[CH:18]=[CH:17][C:16]([C:19](=[O:33])[NH:20][CH:21]3[CH2:26][CH2:25][CH2:24][CH:23]([C:27]4[CH:32]=[CH:31][CH:30]=[CH:29][CH:28]=4)[CH2:22]3)=[CH:15][CH:14]=1)[O:8][CH2:7][CH2:6][CH:5]2[C:34]([O:36]CC)=[O:35].[OH-].[Na+]. Product: [Cl:1][C:2]1[CH:3]=[C:4]2[C:9](=[CH:10][C:11]=1[O:12][C:13]1[CH:14]=[CH:15][C:16]([C:19](=[O:33])[NH:20][CH:21]3[CH2:26][CH2:25][CH2:24][CH:23]([C:27]4[CH:32]=[CH:31][CH:30]=[CH:29][CH:28]=4)[CH2:22]3)=[CH:17][CH:18]=1)[O:8][CH2:7][CH2:6][CH:5]2[C:34]([OH:36])=[O:35]. The catalyst class is: 219.